This data is from Tox21: 12 toxicity assays (nuclear receptors and stress response pathways). The task is: Binary classification across 12 toxicity assays. (1) The molecule is Oc1c(Cl)cc(Cl)c2cccnc12. It tested positive (active) for: NR-AhR (Aryl hydrocarbon Receptor agonist activity), SR-ATAD5 (ATAD5 genotoxicity (DNA damage)), SR-HSE (Heat Shock Element response), SR-MMP (Mitochondrial Membrane Potential disruption), and SR-p53 (p53 tumor suppressor activation). (2) The molecule is CCCCCCCCCCCCCCC(Br)C(=O)O. It tested positive (active) for: NR-PPAR-gamma (PPAR-gamma nuclear receptor agonist), and SR-MMP (Mitochondrial Membrane Potential disruption). (3) It tested positive (active) for: SR-MMP (Mitochondrial Membrane Potential disruption). The drug is CCCCC(CC)COP(=O)(O)OCC(CC)CCCC. (4) The molecule is O=C1OCCN1/N=C/c1ccc([N+](=O)[O-])o1. It tested positive (active) for: NR-ER (Estrogen Receptor agonist activity), NR-ER-LBD (Estrogen Receptor Ligand Binding Domain agonist), and SR-ARE (Antioxidant Response Element (oxidative stress)).